Dataset: Catalyst prediction with 721,799 reactions and 888 catalyst types from USPTO. Task: Predict which catalyst facilitates the given reaction. (1) Reactant: [Br:1][C:2]1[CH:11]=[C:10]2[C:5]([C:6](Cl)=[CH:7][CH:8]=[N:9]2)=[CH:4][CH:3]=1.[S-2:13].[Na+].[Na+]. Product: [Br:1][C:2]1[CH:11]=[C:10]2[C:5]([C:6]([SH:13])=[CH:7][CH:8]=[N:9]2)=[CH:4][CH:3]=1. The catalyst class is: 9. (2) Reactant: [N:1]1[CH:6]=[CH:5][CH:4]=[C:3]([S:7]([OH:10])(=O)=[O:8])[CH:2]=1.P(Cl)(Cl)(Cl)(Cl)[Cl:12].P(Cl)(Cl)(Cl)=O.C([O-])(O)=O.[Na+].[Na+].[Cl-]. Product: [N:1]1[CH:6]=[CH:5][CH:4]=[C:3]([S:7]([Cl:12])(=[O:10])=[O:8])[CH:2]=1. The catalyst class is: 310. (3) Reactant: CCN(C(C)C)C(C)C.CN(C(O[N:18]1[N:26]=N[C:20]2C=[CH:22][CH:23]=[CH:24][C:19]1=2)=[N+](C)C)C.[B-](F)(F)(F)F.[ClH:32].[O:33]1[C:37]2[CH:38]=[CH:39][C:40]([CH:42]([CH:46]3[CH2:51][CH2:50][N:49]([CH3:52])[CH2:48][CH2:47]3)[C:43]([OH:45])=O)=[CH:41][C:36]=2[O:35][CH2:34]1.[CH2:53]([Cl:55])Cl. Product: [O:33]1[C:37]2[CH:38]=[CH:39][C:40]([CH:42]([CH:46]3[CH2:51][CH2:50][N:49]([CH3:52])[CH2:48][CH2:47]3)[C:43]([NH:26][NH:18][C:19]3[CH:24]=[C:23]([Cl:32])[CH:22]=[C:53]([Cl:55])[CH:20]=3)=[O:45])=[CH:41][C:36]=2[O:35][CH2:34]1. The catalyst class is: 6. (4) Reactant: [Cl:1][C:2]1[N:7]2[N:8]=[C:9]([C:11]3[CH:16]=[CH:15][CH:14]=[CH:13][CH:12]=3)[CH:10]=[C:6]2[N:5]=[CH:4][CH:3]=1.[Br:17]N1C(=O)CCC1=O. Product: [Br:17][C:10]1[C:9]([C:11]2[CH:16]=[CH:15][CH:14]=[CH:13][CH:12]=2)=[N:8][N:7]2[C:2]([Cl:1])=[CH:3][CH:4]=[N:5][C:6]=12. The catalyst class is: 4. (5) Reactant: [OH:1][C:2]1[CH:7]=[CH:6][C:5]([CH2:8][C:9]#[N:10])=[CH:4][C:3]=1[O:11][CH3:12].Br[CH2:14][CH2:15][CH2:16][CH2:17][CH2:18][CH2:19][CH2:20][CH2:21][CH2:22][CH2:23][CH2:24][OH:25].C(=O)([O-])[O-].[K+].[K+].[I-].[K+]. Product: [OH:25][CH2:24][CH2:23][CH2:22][CH2:21][CH2:20][CH2:19][CH2:18][CH2:17][CH2:16][CH2:15][CH2:14][O:1][C:2]1[CH:7]=[CH:6][C:5]([CH2:8][C:9]#[N:10])=[CH:4][C:3]=1[O:11][CH3:12]. The catalyst class is: 35. (6) Reactant: [Br:1][C:2]1[N:6]2[C:7](=[O:13])[CH:8]=[C:9]([CH2:11]Cl)[N:10]=[C:5]2[S:4][C:3]=1[CH3:14].[Cl:15][C:16]1[NH:20][N:19]=[C:18]([N+:21]([O-:23])=[O:22])[CH:17]=1.C(=O)([O-])[O-].[K+].[K+]. Product: [Br:1][C:2]1[N:6]2[C:7](=[O:13])[CH:8]=[C:9]([CH2:11][N:20]3[C:16]([Cl:15])=[CH:17][C:18]([N+:21]([O-:23])=[O:22])=[N:19]3)[N:10]=[C:5]2[S:4][C:3]=1[CH3:14]. The catalyst class is: 10. (7) Reactant: [C:1]([N:4]1[C:13]2[N:12]=[CH:11][C:10]([C:14]3[CH:15]=[N:16][CH:17]=[C:18]([CH:22]=3)[C:19]([OH:21])=[O:20])=[CH:9][C:8]=2[CH2:7][CH2:6][CH2:5]1)(=[O:3])[NH2:2].[CH3:23][Si](C=[N+]=[N-])(C)C. Product: [CH3:23][O:20][C:19](=[O:21])[C:18]1[CH:22]=[C:14]([C:10]2[CH:11]=[N:12][C:13]3[N:4]([C:1](=[O:3])[NH2:2])[CH2:5][CH2:6][CH2:7][C:8]=3[CH:9]=2)[CH:15]=[N:16][CH:17]=1. The catalyst class is: 224. (8) Reactant: [CH2:1]([O:8][C:9]1[C:10](=[O:21])N[C:12]2[C:17]([C:18]=1O)=[CH:16][C:15](Br)=[CH:14][CH:13]=2)[C:2]1[CH:7]=[CH:6][CH:5]=[CH:4][CH:3]=1.[CH3:22][C:23]1[C:28]([C:29]([C:31]2[N:35]([CH3:36])[N:34]=[N:33][CH:32]=2)=[O:30])=[CH:27][CH:26]=[C:25]([CH3:37])[N:24]=1.[Li][CH2:39]CCC.[NH4+:43].[Cl-:44]. Product: [CH2:1]([O:8][C:9]1[C:10]([O:21][CH3:39])=[N:43][C:12]2[C:17]([C:18]=1[Cl:44])=[CH:16][C:15]([C:29]([C:28]1[C:23]([CH3:22])=[N:24][C:25]([CH3:37])=[CH:26][CH:27]=1)([C:31]1[N:35]([CH3:36])[N:34]=[N:33][CH:32]=1)[OH:30])=[CH:14][CH:13]=2)[C:2]1[CH:7]=[CH:6][CH:5]=[CH:4][CH:3]=1. The catalyst class is: 387.